This data is from Experimentally validated miRNA-target interactions with 360,000+ pairs, plus equal number of negative samples. The task is: Binary Classification. Given a miRNA mature sequence and a target amino acid sequence, predict their likelihood of interaction. (1) The miRNA is hsa-miR-30a-5p with sequence UGUAAACAUCCUCGACUGGAAG. The protein sequence of the target gene is MLDFFTIFSKGGLVLWCFQGVSDSCTGPVNALIRSVLLQERGGNNSFTHEALTLKYKLDNQFELVFVVGFQKILTLTYVDKLIDDVHRLFRDKYRTEIQQQSALSLLNGTFDFQNDFLRLLREAEESSKIRAPTTMKKFEDSEKAKKPVRSMIETRGEKPKEKAKNSKKKGAKKEGSDGPLATSKPVPAEKSGLPVGPENGVELSKEELIRRKREEFIQKHGRGMEKSNKSTKSDAPKEKGKKAPRVWELGGCANKEVLDYSTPTTNGTPEAALSEDINLIRGTGSGGQLQDLDCSSSDD.... Result: 1 (interaction). (2) The miRNA is mmu-miR-3104-3p with sequence ACGCUCUGCUUUGCUCCCCCAGA. The protein sequence of the target gene is MSVRTLPLLFLNLGGEMLYVLDQRLRAQNIPGDKARKVLNDIISTMFNRKFMDELFKPQELYSKKALRTVYDRLAHASIMRLNQASMDKLYDLMTMAFKYQVLLCPRPKDVLLVTFNHLDAIKGFVQDSPTVIHQVDETFRQLSEVYGKLSEGEFQLIRQTLLNFFQDLHIRVSTFLKDKVQNSNGRFVLPVSGPVPWGTEVPGVIRVFSVKGKEVKKMKFRHGGDYVAAQKEGSFELYGDRVLKLGTNMYSASRPVETHMSATSKNAASRAQENIVPNPLAKEELNFLARLMGGMEIKK.... Result: 0 (no interaction). (3) The miRNA is hsa-miR-4286 with sequence ACCCCACUCCUGGUACC. The protein sequence of the target gene is MARFGEAVVARPGSGDGDSDQSRNRQGTPVPASGQAAAYKQTKAQRARTMALYNPIPVRQNCFTVNRSLFIFGEDNIVRKYAKKLIDWPPFEYMILATIIANCIVLALEQHLPEDDKTPMSRRLEKTEPYFIGIFCFEAGIKIVALGFIFHKGSYLRNGWNVMDFIVVLSGILATAGTHFNTHVDLRTLRAVRVLRPLKLVSGIPSLQIVLKSIMKAMVPLLQIGLLLFFAILMFAIIGLEFYSGKLHRACFMNNSGILEGFDPPHPCGVQGCPAGYECKDWIGPNDGITQFDNILFAVL.... Result: 1 (interaction). (4) The miRNA is hsa-miR-3196 with sequence CGGGGCGGCAGGGGCCUC. The protein sequence of the target gene is MKDRTQELRTAKDSDDDDDVTVTVDRDRFMDEFFEQVEEIRGFIDKIAENVEEVKRKHSAILASPNPDEKTKEELEELMSDIKKTANKVRSKLKSIEQSIEQEEGLNRSSADLRIRKTQHSTLSRKFVEVMSEYNATQSDYRERCKGRIQRQLEITGRTTTSEELEDMLESGNPAIFASGIIMDSSISKQALSEIETRHSEIIKLENSIRELHDMFMDMAMLVESQGEMIDRIEYNVEHAVDYVERAVSDTKKAVKYQSKARRKKIMIIICCVILGIIIASTIGGIFG. Result: 0 (no interaction). (5) The miRNA is mmu-miR-466f-3p with sequence CAUACACACACACAUACACAC. Result: 1 (interaction). The protein sequence of the target gene is MDPRNTAMLGLGSDSEGFSRKSPSTINPGTLASKREAEIEGATEEEDPRKRNRERGTEAGKEDGSTDAQQQFSVKETNFSEGNLKLKIGLQAKRTKKPPKNLENYVCRPAIKTTIKHSRKALKSGKMTDEKNEHCPSKWDSSKLFKKAGDATAIDCQAEESIHLHSQGESNPLSKKLSPVHSQMADYISAAPSLVGSRDPDIKDRALLNGGTSVTEKLAQLIATCPPSKSSKAKPKKLGTGTTVGLVSKDLIRKPGVGSIAGIIHKDLIKKPALSTAVGLVTKDPGKKPMFNAAVGLINK.... (6) The miRNA is hsa-miR-766-3p with sequence ACUCCAGCCCCACAGCCUCAGC. The protein sequence of the target gene is MLRLVPTGARAIVDMSYARHFLDFQGSAIPQAMQKLVVTRLSPNFREAVTLSRDCPVPLPGDGDLLVRNRFVGVNASDINYSAGRYDPSVKPPFDIGFEGIGEVVALGLSASARYTVGQAVAYMAPGSFAEYTVVPASIATPVPSVKPEYLTLLVSGTTAYISLKELGGLSEGKKVLVTAAAGGTGQFAMQLSKKAKCHVIGTCSSDEKSAFLKSLGCDRPINYKTEPVGTVLKQEYPEGVDVVYESVGGAMFDLAVDALATKGRLIVIGFISGYQTPTGLSPVKAGTLPAKLLKKSASV.... Result: 1 (interaction). (7) The miRNA is hsa-miR-7843-5p with sequence GAGGGCAGAGCCAGCUUCCUGA. The protein sequence of the target gene is MTPILTVLICLGLSLDPRTHVQAGPLPKPTLWAEPGSVITQGSPVTLRCQGSLETQEYHLYREKKTALWITRIPQELVKKGQFPILSITWEHAGRYCCIYGSHTAGLSESSDPLELVVTGAYSKPTLSALPSPVVTSGGNVTIQCDSQVAFDGFILCKEGEDEHPQCLNSHSHARGSSRAIFSVGPVSPSRRWSYRCYGYDSRAPYVWSLPSDLLGLLVPGVSKKPSLSVQPGPVVAPGEKLTFQCGSDAGYDRFVLYKEWGRDFLQRPGRQPQAGLSQANFTLGPVSRSYGGQYTCSGA.... Result: 0 (no interaction). (8) The miRNA is hsa-miR-6827-3p with sequence ACCGUCUCUUCUGUUCCCCAG. The protein sequence of the target gene is MEAVIEKECSALGGLFQTIISDMKGSYPVWEDFINKAGKLQSQLRTTVVAAAAFLDAFQKVADMATNTRGGTREIGSALTRMCMRHRSIEAKLRQFSSALIDCLINPLQEQMEEWKKVANQLDKDHAKEYKKARQEIKNKSSDTLKLQKKAKKVDAQGRGDIQPQLDSALQDVNDKYLLLEETEKQAVRKALIEERGRFCTFISMLRPVIEEEISMLGEITHLQTISEDLKSLTMDPHKLPSSSEQVILDLKGSDYSWSYQTPPSSPSTTMSRKSSVCSSLNSVNSSDSRSSGSHSHSPS.... Result: 0 (no interaction). (9) The miRNA is hsa-miR-296-3p with sequence GAGGGUUGGGUGGAGGCUCUCC. The protein sequence of the target gene is MVSWMICRLVVLIFGMLYPAYASYKAVKSKNIREYVRWMMYWIVFAIFMAAETFTDIFISWFPFYYEFKMAFVLWLLSPYTKGASLLYRKFVHPSLSRHEKEIDACIVQAKERSYETMLSFGKRSLNIAASAAVQAATKSQGALAGRLRSFSMQDLRSIPDTPVPTYQDPLYLEDQVPRRRPPIGYRPGGLQGSDTEDECWSDNEIVPQPPVRPREKPLGRSQSLRVVKRKPLTREGTSRSLKVRTRKKAMPSDMDS. Result: 0 (no interaction).